Regression. Given a peptide amino acid sequence and an MHC pseudo amino acid sequence, predict their binding affinity value. This is MHC class I binding data. From a dataset of Peptide-MHC class I binding affinity with 185,985 pairs from IEDB/IMGT. (1) The peptide sequence is SSKMFNYFK. The MHC is HLA-A01:01 with pseudo-sequence HLA-A01:01. The binding affinity (normalized) is 0.0847. (2) The peptide sequence is DGAEGINPY. The MHC is HLA-B27:03 with pseudo-sequence HLA-B27:03. The binding affinity (normalized) is 0.0847. (3) The peptide sequence is YSFSLECIMD. The binding affinity (normalized) is 0.242. The MHC is Mamu-A01 with pseudo-sequence Mamu-A01. (4) The peptide sequence is EVRKAIEFV. The MHC is HLA-A80:01 with pseudo-sequence HLA-A80:01. The binding affinity (normalized) is 0.0847. (5) The peptide sequence is YQLASVGSL. The MHC is H-2-Kd with pseudo-sequence H-2-Kd. The binding affinity (normalized) is 0.576. (6) The peptide sequence is APIMDEEREI. The MHC is HLA-B07:02 with pseudo-sequence HLA-B07:02. The binding affinity (normalized) is 0.474.